This data is from NCI-60 drug combinations with 297,098 pairs across 59 cell lines. The task is: Regression. Given two drug SMILES strings and cell line genomic features, predict the synergy score measuring deviation from expected non-interaction effect. (1) Drug 1: COC1=C(C=C2C(=C1)N=CN=C2NC3=CC(=C(C=C3)F)Cl)OCCCN4CCOCC4. Drug 2: CC1=C2C(C(=O)C3(C(CC4C(C3C(C(C2(C)C)(CC1OC(=O)C(C(C5=CC=CC=C5)NC(=O)C6=CC=CC=C6)O)O)OC(=O)C7=CC=CC=C7)(CO4)OC(=O)C)O)C)OC(=O)C. Cell line: HCC-2998. Synergy scores: CSS=55.0, Synergy_ZIP=3.84, Synergy_Bliss=3.56, Synergy_Loewe=1.46, Synergy_HSA=6.18. (2) Drug 1: C1CCN(CC1)CCOC2=CC=C(C=C2)C(=O)C3=C(SC4=C3C=CC(=C4)O)C5=CC=C(C=C5)O. Drug 2: C1=C(C(=O)NC(=O)N1)N(CCCl)CCCl. Cell line: OVCAR-8. Synergy scores: CSS=41.2, Synergy_ZIP=1.27, Synergy_Bliss=-0.0864, Synergy_Loewe=-0.227, Synergy_HSA=0.678.